From a dataset of Catalyst prediction with 721,799 reactions and 888 catalyst types from USPTO. Predict which catalyst facilitates the given reaction. (1) Reactant: [Cl:1][C:2]1[C:11]([OH:12])=[C:10]([O:13]C)[CH:9]=[C:8]2[C:3]=1[C:4](=[O:21])[C:5]([C:18]([OH:20])=[O:19])=[CH:6][N:7]2[CH:15]1[CH2:17][CH2:16]1.B(Br)(Br)Br. Product: [Cl:1][C:2]1[C:11]([OH:12])=[C:10]([OH:13])[CH:9]=[C:8]2[C:3]=1[C:4](=[O:21])[C:5]([C:18]([OH:20])=[O:19])=[CH:6][N:7]2[CH:15]1[CH2:16][CH2:17]1. The catalyst class is: 98. (2) Reactant: [C:1]([O:5][C:6](=[O:34])[N:7]([C@H:11]1[CH2:19][CH2:18][CH2:17][C@H:16]([CH2:20][C:21]2[CH:26]=[CH:25][C:24]([F:27])=[CH:23][CH:22]=2)[C@@H:15]([O:28][CH2:29][CH:30]=C)[C@H:14]([CH3:32])[O:13][C:12]1=[O:33])[CH2:8][O:9][CH3:10])([CH3:4])([CH3:3])[CH3:2].C([O-])(O)=[O:36].[Na+].O=[O+][O-].CSC. Product: [C:1]([O:5][C:6](=[O:34])[N:7]([C@H:11]1[CH2:19][CH2:18][CH2:17][C@H:16]([CH2:20][C:21]2[CH:26]=[CH:25][C:24]([F:27])=[CH:23][CH:22]=2)[C@@H:15]([O:28][CH2:29][CH:30]=[O:36])[C@H:14]([CH3:32])[O:13][C:12]1=[O:33])[CH2:8][O:9][CH3:10])([CH3:3])([CH3:2])[CH3:4]. The catalyst class is: 61. (3) Reactant: C[O:2][C:3]1[C:8]2[C:9](=[O:14])[O:10][C:11](=[O:13])[NH:12][C:7]=2[CH:6]=[CH:5][CH:4]=1.[Al+3].[Cl-].[Cl-].[Cl-]. Product: [OH:2][C:3]1[C:8]2[C:9](=[O:14])[O:10][C:11](=[O:13])[NH:12][C:7]=2[CH:6]=[CH:5][CH:4]=1. The catalyst class is: 614. (4) Reactant: [S:1]1[C:5]2[CH:6]=[CH:7][CH:8]=[C:9]([O:10][CH2:11][CH2:12][C:13]3[N:14]=[C:15]([C:19]4[CH:24]=[CH:23][CH:22]=[CH:21][CH:20]=4)[O:16][C:17]=3[CH3:18])[C:4]=2[CH:3]=[CH:2]1.[N+:25]([O-])([OH:27])=[O:26].C(=O)([O-])[O-].[Na+].[Na+]. Product: [CH3:18][C:17]1[O:16][C:15]([C:19]2[CH:24]=[CH:23][CH:22]=[CH:21][CH:20]=2)=[N:14][C:13]=1[CH2:12][CH2:11][O:10][C:9]1[C:4]2[CH:3]=[CH:2][S:1][C:5]=2[C:6]([N+:25]([O-:27])=[O:26])=[CH:7][CH:8]=1. The catalyst class is: 86. (5) Reactant: [Cl:1][C:2]1[CH:3]=[C:4]2[C:8](=[CH:9][CH:10]=1)[NH:7][C:6](=[O:11])[C:5]2=[O:12].[H-].[Na+].[NH4+:15].[Cl-].C[CH2:18][O:19][C:20]([CH3:22])=O. Product: [Cl:1][C:2]1[CH:3]=[C:4]2[C:8](=[CH:9][CH:10]=1)[NH:7][C:6](=[O:11])[C:5]2([C:2]1[CH:3]=[C:4]([CH:5]=[CH:22][C:20]=1[O:19][CH3:18])[C:8]#[N:15])[OH:12]. The catalyst class is: 1. (6) Reactant: C(Cl)(=O)C(Cl)=O.CS(C)=O.[CH3:11][O:12][C:13]1[CH:38]=[C:37]([C:39]([F:42])([F:41])[F:40])[CH:36]=[C:35]([S:43][CH3:44])[C:14]=1[C:15]([NH:17][C:18]1([C:29]2[CH:34]=[CH:33][CH:32]=[CH:31][CH:30]=2)[CH2:23][CH:22]([O:24]COC)[CH2:21][N:20]([CH3:28])[CH2:19]1)=[O:16].C(N(CC)CC)C. Product: [CH3:11][O:12][C:13]1[CH:38]=[C:37]([C:39]([F:42])([F:40])[F:41])[CH:36]=[C:35]([S:43][CH3:44])[C:14]=1[C:15]([NH:17][C:18]1([C:29]2[CH:30]=[CH:31][CH:32]=[CH:33][CH:34]=2)[CH2:23][C:22](=[O:24])[CH2:21][N:20]([CH3:28])[CH2:19]1)=[O:16]. The catalyst class is: 4. (7) Reactant: [C:1]([O:5][C:6]([N:8]1[CH2:13][CH2:12][CH2:11][CH:10]([C:14]([OH:16])=O)[CH2:9]1)=[O:7])([CH3:4])([CH3:3])[CH3:2].[F:17][C:18]1[CH:24]=[CH:23][CH:22]=[CH:21][C:19]=1[NH2:20].C1CCC(N=C=NC2CCCCC2)CC1. Product: [C:1]([O:5][C:6]([N:8]1[CH2:13][CH2:12][CH2:11][CH:10]([C:14](=[O:16])[NH:20][C:19]2[CH:21]=[CH:22][CH:23]=[CH:24][C:18]=2[F:17])[CH2:9]1)=[O:7])([CH3:2])([CH3:3])[CH3:4]. The catalyst class is: 2. (8) Reactant: [Cl:1][C:2]1[CH:7]=[CH:6][C:5]([S:8]([OH:11])(=[O:10])=[O:9])=[CH:4][CH:3]=1.[CH:12]1([S:17]([C:20]2[CH:21]=[C:22]([CH2:26][CH2:27][CH2:28][CH2:29][O:30][CH2:31][CH2:32][CH2:33][CH2:34][CH2:35][CH2:36][NH:37][CH2:38][C@@H:39]([C:41]3[CH:46]=[CH:45][C:44]([OH:47])=[C:43]([CH2:48][OH:49])[CH:42]=3)[OH:40])[CH:23]=[CH:24][CH:25]=2)(=[O:19])=[O:18])[CH2:16][CH2:15][CH2:14][CH2:13]1. Product: [CH:12]1([S:17]([C:20]2[CH:21]=[C:22]([CH2:26][CH2:27][CH2:28][CH2:29][O:30][CH2:31][CH2:32][CH2:33][CH2:34][CH2:35][CH2:36][NH:37][CH2:38][C@@H:39]([C:41]3[CH:46]=[CH:45][C:44]([OH:47])=[C:43]([CH2:48][OH:49])[CH:42]=3)[OH:40])[CH:23]=[CH:24][CH:25]=2)(=[O:19])=[O:18])[CH2:16][CH2:15][CH2:14][CH2:13]1.[Cl:1][C:2]1[CH:3]=[CH:4][C:5]([S:8]([O-:11])(=[O:9])=[O:10])=[CH:6][CH:7]=1. The catalyst class is: 41. (9) Reactant: [Cl:1][C:2]1[CH:3]=[CH:4][C:5]2[N:11]([CH3:12])[C:10](=[O:13])[CH:9]([N:14]=[C:15]=[S:16])[N:8]=[C:7]([C:17]3[CH:21]=[CH:20][S:19][CH:18]=3)[C:6]=2[CH:22]=1.[N:23]1([C:29]2[C:38]3[C:33](=[CH:34][CH:35]=[CH:36][CH:37]=3)[C:32]([NH2:39])=[CH:31][CH:30]=2)[CH2:28][CH2:27][O:26][CH2:25][CH2:24]1. Product: [Cl:1][C:2]1[CH:3]=[CH:4][C:5]2[N:11]([CH3:12])[C:10](=[O:13])[CH:9]([NH:14][C:15]([NH:39][C:32]3[C:33]4[C:38](=[CH:37][CH:36]=[CH:35][CH:34]=4)[C:29]([N:23]4[CH2:28][CH2:27][O:26][CH2:25][CH2:24]4)=[CH:30][CH:31]=3)=[S:16])[N:8]=[C:7]([C:17]3[CH:21]=[CH:20][S:19][CH:18]=3)[C:6]=2[CH:22]=1. The catalyst class is: 44.